Regression. Given a peptide amino acid sequence and an MHC pseudo amino acid sequence, predict their binding affinity value. This is MHC class I binding data. From a dataset of Peptide-MHC class I binding affinity with 185,985 pairs from IEDB/IMGT. (1) The peptide sequence is TSCPPTCPGY. The MHC is HLA-A68:01 with pseudo-sequence HLA-A68:01. The binding affinity (normalized) is 0.211. (2) The peptide sequence is RQHPGLFPF. The MHC is HLA-C15:02 with pseudo-sequence HLA-C15:02. The binding affinity (normalized) is 0.0847. (3) The peptide sequence is YSSMTSDSK. The MHC is HLA-A33:01 with pseudo-sequence HLA-A33:01. The binding affinity (normalized) is 0.0785.